From a dataset of NCI-60 drug combinations with 297,098 pairs across 59 cell lines. Regression. Given two drug SMILES strings and cell line genomic features, predict the synergy score measuring deviation from expected non-interaction effect. (1) Drug 1: C1CN1C2=NC(=NC(=N2)N3CC3)N4CC4. Drug 2: COC1=CC(=CC(=C1O)OC)C2C3C(COC3=O)C(C4=CC5=C(C=C24)OCO5)OC6C(C(C7C(O6)COC(O7)C8=CC=CS8)O)O. Cell line: NCIH23. Synergy scores: CSS=88.6, Synergy_ZIP=-4.29, Synergy_Bliss=-4.34, Synergy_Loewe=-1.50, Synergy_HSA=2.11. (2) Drug 1: CC1=C2C(C(=O)C3(C(CC4C(C3C(C(C2(C)C)(CC1OC(=O)C(C(C5=CC=CC=C5)NC(=O)OC(C)(C)C)O)O)OC(=O)C6=CC=CC=C6)(CO4)OC(=O)C)OC)C)OC. Drug 2: C1CNP(=O)(OC1)N(CCCl)CCCl. Cell line: SN12C. Synergy scores: CSS=29.5, Synergy_ZIP=-0.939, Synergy_Bliss=-1.37, Synergy_Loewe=-33.1, Synergy_HSA=-2.91. (3) Drug 1: CC1=C(C(CCC1)(C)C)C=CC(=CC=CC(=CC(=O)O)C)C. Drug 2: C1CC(C1)(C(=O)O)C(=O)O.[NH2-].[NH2-].[Pt+2]. Cell line: K-562. Synergy scores: CSS=12.7, Synergy_ZIP=-1.57, Synergy_Bliss=2.48, Synergy_Loewe=4.52, Synergy_HSA=3.36.